Task: Regression. Given a peptide amino acid sequence and an MHC pseudo amino acid sequence, predict their binding affinity value. This is MHC class I binding data.. Dataset: Peptide-MHC class I binding affinity with 185,985 pairs from IEDB/IMGT The peptide sequence is IPVSTNGKI. The MHC is HLA-B27:05 with pseudo-sequence HLA-B27:05. The binding affinity (normalized) is 0.0847.